Predict the product of the given reaction. From a dataset of Forward reaction prediction with 1.9M reactions from USPTO patents (1976-2016). (1) Given the reactants [CH3:1][Si:2]([CH3:20])([CH3:19])[CH2:3][CH2:4][O:5][CH2:6][N:7]1[C:15]2[C:10](=[CH:11][C:12]([NH:16][CH:17]=O)=[CH:13][CH:14]=2)[CH:9]=[N:8]1.[H-].[Al+3].[Li+].[H-].[H-].[H-], predict the reaction product. The product is: [CH3:17][NH:16][C:12]1[CH:11]=[C:10]2[C:15](=[CH:14][CH:13]=1)[N:7]([CH2:6][O:5][CH2:4][CH2:3][Si:2]([CH3:1])([CH3:20])[CH3:19])[N:8]=[CH:9]2. (2) Given the reactants [CH2:1]([NH:3][C:4]1[C:9]([N+:10]([O-:12])=[O:11])=[CH:8][N:7]=[C:6](OC)[CH:5]=1)[CH3:2].O=P(Cl)(Cl)[Cl:17], predict the reaction product. The product is: [Cl:17][C:6]1[CH:5]=[C:4]([NH:3][CH2:1][CH3:2])[C:9]([N+:10]([O-:12])=[O:11])=[CH:8][N:7]=1. (3) Given the reactants Cl[C:2]1[N:7]=[C:6]([NH:8][C:9]([C:11]2([C:14]3[CH:15]=[CH:16][C:17]4[O:21][CH2:20][CH2:19][C:18]=4[CH:22]=3)[CH2:13][CH2:12]2)=[O:10])[CH:5]=[CH:4][C:3]=1[CH3:23].[CH3:24][O:25][C:26]1[C:31]([CH3:32])=[CH:30][C:29](B2OC(C)(C)C(C)(C)O2)=[CH:28][N:27]=1.C(=O)([O-])[O-].[Na+].[Na+], predict the reaction product. The product is: [O:21]1[C:17]2[CH:16]=[CH:15][C:14]([C:11]3([C:9]([NH:8][C:6]4[N:7]=[C:2]([C:29]5[CH:28]=[N:27][C:26]([O:25][CH3:24])=[C:31]([CH3:32])[CH:30]=5)[C:3]([CH3:23])=[CH:4][CH:5]=4)=[O:10])[CH2:13][CH2:12]3)=[CH:22][C:18]=2[CH2:19][CH2:20]1. (4) Given the reactants [F:1][CH:2]([F:11])[C:3](=[O:10])[CH2:4][C:5]([O:7][CH2:8][CH3:9])=[O:6].[C:12]([O:15][C:16](=O)C)(=O)[CH3:13].C(OC(OCC)OCC)C, predict the reaction product. The product is: [CH2:12]([O:15]/[CH:16]=[C:4](/[C:3](=[O:10])[CH:2]([F:11])[F:1])\[C:5]([O:7][CH2:8][CH3:9])=[O:6])[CH3:13]. (5) Given the reactants [CH3:1][O:2][C:3]1[CH:12]=[C:11]2[C:6]([CH:7]=[CH:8][C:9](=[O:30])[N:10]2[CH2:13][CH2:14][N:15]2[CH2:20][CH2:19][O:18][C@@H:17]([CH2:21][NH:22]C(=O)OC(C)(C)C)[CH2:16]2)=[N:5][CH:4]=1.Cl.O1CCOCC1.C(=O)([O-])[O-], predict the reaction product. The product is: [NH2:22][CH2:21][C@@H:17]1[O:18][CH2:19][CH2:20][N:15]([CH2:14][CH2:13][N:10]2[C:11]3[C:6](=[N:5][CH:4]=[C:3]([O:2][CH3:1])[CH:12]=3)[CH:7]=[CH:8][C:9]2=[O:30])[CH2:16]1. (6) Given the reactants [C:1]([N:4]1[CH2:8][CH2:7][CH2:6][CH:5]1[C:9]1[CH:14]=[CH:13][N:12]=[C:11]([C:15]#[N:16])[CH:10]=1)(=[O:3])[CH3:2].[C:17](OC)(=[O:25])[C:18]1[C:19](=[CH:21][CH:22]=[CH:23][CH:24]=1)[SH:20].C(N(CC)CC)C, predict the reaction product. The product is: [C:1]([N:4]1[CH2:8][CH2:7][CH2:6][CH:5]1[C:9]1[CH:14]=[CH:13][N:12]=[C:11]([C:15]2[S:20][C:19]3[CH:21]=[CH:22][CH:23]=[CH:24][C:18]=3[C:17](=[O:25])[N:16]=2)[CH:10]=1)(=[O:3])[CH3:2]. (7) Given the reactants [C:9](O[C:9]([O:11][C:12]([CH3:15])([CH3:14])[CH3:13])=[O:10])([O:11][C:12]([CH3:15])([CH3:14])[CH3:13])=[O:10].[NH:16]1[CH2:24][CH2:23][CH:19]([C:20]([OH:22])=[O:21])[CH2:18][CH2:17]1.C([O-])(O)=O.[Na+], predict the reaction product. The product is: [C:12]([O:11][C:9]([N:16]1[CH2:24][CH2:23][CH:19]([C:20]([OH:22])=[O:21])[CH2:18][CH2:17]1)=[O:10])([CH3:13])([CH3:14])[CH3:15]. (8) Given the reactants C[O:2][C:3]([C:5]1[C:6]([C:14]2[CH:19]=[CH:18][CH:17]=[CH:16][C:15]=2[N+:20]([O-:22])=[O:21])=[CH:7][CH:8]=[C:9]([C:11](=[S:13])[NH2:12])[CH:10]=1)=[O:4].Br[CH2:24][C:25]([C:27]1[CH:32]=[CH:31][C:30]([CH3:33])=[CH:29][C:28]=1[CH3:34])=O, predict the reaction product. The product is: [CH3:34][C:28]1[CH:29]=[C:30]([CH3:33])[CH:31]=[CH:32][C:27]=1[C:25]1[N:12]=[C:11]([C:9]2[CH:10]=[C:5]([C:3]([OH:2])=[O:4])[C:6]([C:14]3[CH:19]=[CH:18][CH:17]=[CH:16][C:15]=3[N+:20]([O-:22])=[O:21])=[CH:7][CH:8]=2)[S:13][CH:24]=1.